Predict the reactants needed to synthesize the given product. From a dataset of Full USPTO retrosynthesis dataset with 1.9M reactions from patents (1976-2016). (1) Given the product [CH:33]1([C:31]2[N:32]=[C:26]([CH:11]3[CH2:12][CH:13]([C:15]4[CH:16]=[CH:17][C:18]([CH2:21][C:22]([F:25])([F:24])[F:23])=[CH:19][CH:20]=4)[CH2:14][N:9]([C:7]([N:1]4[CH2:6][CH2:5][S:4][CH2:3][CH2:2]4)=[O:8])[CH2:10]3)[O:27][N:30]=2)[CH2:35][CH2:34]1, predict the reactants needed to synthesize it. The reactants are: [N:1]1([C:7]([N:9]2[CH2:14][CH:13]([C:15]3[CH:20]=[CH:19][C:18]([CH2:21][C:22]([F:25])([F:24])[F:23])=[CH:17][CH:16]=3)[CH2:12][CH:11]([C:26](O)=[O:27])[CH2:10]2)=[O:8])[CH2:6][CH2:5][S:4][CH2:3][CH2:2]1.O[N:30]=[C:31]([CH:33]1[CH2:35][CH2:34]1)[NH2:32]. (2) Given the product [Cl:20][C:21]1[CH:22]=[C:23]([N+:28]([O-:30])=[O:29])[CH:24]=[CH:25][C:26]=1[O:8][C:4]1[CH:5]=[CH:6][CH:7]=[C:2]([S:1][CH2:9][CH:10]2[CH2:13][CH2:11]2)[CH:3]=1, predict the reactants needed to synthesize it. The reactants are: [SH:1][C:2]1[CH:3]=[C:4]([OH:8])[CH:5]=[CH:6][CH:7]=1.[CH3:9][C:10]([CH3:13])([O-])[CH3:11].[Na+].BrCC1CC1.[Cl:20][C:21]1[CH:22]=[C:23]([N+:28]([O-:30])=[O:29])[CH:24]=[CH:25][C:26]=1F. (3) Given the product [Cl:8][C:6]1[N:5]=[C:4]([NH:9][CH2:10][CH2:11][NH:12][C:13]2[CH:14]=[CH:15][C:16]([C:19]#[N:20])=[CH:17][N:18]=2)[N:3]2[CH:22]=[C:23]([C:24]([O:26][CH2:27][CH3:28])=[O:25])[N:1]=[C:2]2[CH:7]=1, predict the reactants needed to synthesize it. The reactants are: [NH2:1][C:2]1[CH:7]=[C:6]([Cl:8])[N:5]=[C:4]([NH:9][CH2:10][CH2:11][NH:12][C:13]2[N:18]=[CH:17][C:16]([C:19]#[N:20])=[CH:15][CH:14]=2)[N:3]=1.Br[CH2:22][C:23](=O)[C:24]([O:26][CH2:27][CH3:28])=[O:25]. (4) Given the product [Cl:13][C:5]1[C:6]2[C:11](=[CH:10][CH:9]=[C:8]([Cl:12])[CH:7]=2)[C:2]([OH:20])=[CH:3][N:4]=1, predict the reactants needed to synthesize it. The reactants are: Br[C:2]1[C:11]2[C:6](=[CH:7][C:8]([Cl:12])=[CH:9][CH:10]=2)[C:5]([Cl:13])=[N:4][CH:3]=1.[Li]CCCC.B(OC(C)C)(OC(C)C)[O:20]C(C)C.OO.[OH-].[Na+].[O-]S([O-])=O.[Na+].[Na+].